Dataset: Full USPTO retrosynthesis dataset with 1.9M reactions from patents (1976-2016). Task: Predict the reactants needed to synthesize the given product. (1) Given the product [OH:11][C:9]1[CH:8]=[CH:7][C:5]2[N:6]=[C:2]([NH:1][C:15]([CH:12]3[CH2:14][CH2:13]3)=[O:16])[S:3][C:4]=2[CH:10]=1, predict the reactants needed to synthesize it. The reactants are: [NH2:1][C:2]1[S:3][C:4]2[CH:10]=[C:9]([OH:11])[CH:8]=[CH:7][C:5]=2[N:6]=1.[CH:12]1([C:15](Cl)=[O:16])[CH2:14][CH2:13]1.O. (2) The reactants are: [F:1][C:2]1[CH:3]=[C:4]([C:9]2[CH:17]=[CH:16][CH:15]=[C:14]3[C:10]=2[CH2:11][C:12](=[O:18])[NH:13]3)[CH:5]=[C:6]([F:8])[CH:7]=1.[OH:19][CH:20]([CH2:33][N:34]1[CH2:38][CH2:37][CH2:36][CH2:35]1)[CH2:21][NH:22][C:23]([C:25]1[CH:29]=[C:28]([CH3:30])[NH:27][C:26]=1[CH:31]=O)=[O:24].N1CCCCC1. Given the product [OH:19][CH:20]([CH2:33][N:34]1[CH2:35][CH2:36][CH2:37][CH2:38]1)[CH2:21][NH:22][C:23]([C:25]1[CH:29]=[C:28]([CH3:30])[NH:27][C:26]=1/[CH:31]=[C:11]1\[C:12](=[O:18])[NH:13][C:14]2[C:10]\1=[C:9]([C:4]1[CH:3]=[C:2]([F:1])[CH:7]=[C:6]([F:8])[CH:5]=1)[CH:17]=[CH:16][CH:15]=2)=[O:24], predict the reactants needed to synthesize it. (3) Given the product [NH2:32][C:25]1[C:26]2[C:31](=[CH:30][CH:29]=[CH:28][CH:27]=2)[C:22]([O:21][C:19]2[CH:18]=[CH:17][N:16]=[C:15]([NH:14][C:8]3[CH:9]=[CH:10][CH:11]=[CH:12][CH:13]=3)[CH:20]=2)=[CH:23][CH:24]=1, predict the reactants needed to synthesize it. The reactants are: C(O)(C(F)(F)F)=O.[C:8]1([NH:14][C:15]2[CH:20]=[C:19]([O:21][C:22]3[C:31]4[C:26](=[CH:27][CH:28]=[CH:29][CH:30]=4)[C:25]([NH:32]C(=O)OC(C)(C)C)=[CH:24][CH:23]=3)[CH:18]=[CH:17][N:16]=2)[CH:13]=[CH:12][CH:11]=[CH:10][CH:9]=1. (4) The reactants are: [CH3:1][N:2]1[CH2:7][CH2:6][NH:5][CH2:4][CH2:3]1.CS(O[CH2:13][CH2:14][N:15]1[CH:19]=[C:18]([C:20]2[CH:21]=[N:22][C:23]([NH2:35])=[C:24]([C:26]3[O:27][C:28]4[CH:34]=[CH:33][CH:32]=[CH:31][C:29]=4[N:30]=3)[CH:25]=2)[CH:17]=[N:16]1)(=O)=O. Given the product [O:27]1[C:28]2[CH:34]=[CH:33][CH:32]=[CH:31][C:29]=2[N:30]=[C:26]1[C:24]1[C:23]([NH2:35])=[N:22][CH:21]=[C:20]([C:18]2[CH:17]=[N:16][N:15]([CH2:14][CH2:13][N:5]3[CH2:6][CH2:7][N:2]([CH3:1])[CH2:3][CH2:4]3)[CH:19]=2)[CH:25]=1, predict the reactants needed to synthesize it. (5) Given the product [CH:28]([O:31][C:32]1[CH:37]=[CH:36][C:35]([N:4]2[C:5](=[O:27])[C:6]([CH2:12][C:13]3[CH:18]=[CH:17][C:16]([C:19]4[C:20]([C:25]#[N:26])=[CH:21][CH:22]=[CH:23][CH:24]=4)=[CH:15][CH:14]=3)=[C:7]([CH2:9][CH2:10][CH3:11])[N:8]=[C:3]2[O:2][CH3:1])=[CH:34][CH:33]=1)([CH3:30])[CH3:29], predict the reactants needed to synthesize it. The reactants are: [CH3:1][O:2][C:3]1[NH:4][C:5](=[O:27])[C:6]([CH2:12][C:13]2[CH:18]=[CH:17][C:16]([C:19]3[C:20]([C:25]#[N:26])=[CH:21][CH:22]=[CH:23][CH:24]=3)=[CH:15][CH:14]=2)=[C:7]([CH2:9][CH2:10][CH3:11])[N:8]=1.[CH:28]([O:31][C:32]1[CH:37]=[CH:36][C:35](B(O)O)=[CH:34][CH:33]=1)([CH3:30])[CH3:29].C(N(CC)CC)C.N1C=CC=CC=1.